Dataset: NCI-60 drug combinations with 297,098 pairs across 59 cell lines. Task: Regression. Given two drug SMILES strings and cell line genomic features, predict the synergy score measuring deviation from expected non-interaction effect. (1) Drug 1: CC1=C(C=C(C=C1)C(=O)NC2=CC(=CC(=C2)C(F)(F)F)N3C=C(N=C3)C)NC4=NC=CC(=N4)C5=CN=CC=C5. Drug 2: CC1CCC2CC(C(=CC=CC=CC(CC(C(=O)C(C(C(=CC(C(=O)CC(OC(=O)C3CCCCN3C(=O)C(=O)C1(O2)O)C(C)CC4CCC(C(C4)OC)O)C)C)O)OC)C)C)C)OC. Cell line: MCF7. Synergy scores: CSS=-0.696, Synergy_ZIP=2.07, Synergy_Bliss=2.32, Synergy_Loewe=-1.41, Synergy_HSA=-2.40. (2) Drug 1: C1=NC(=NC(=O)N1C2C(C(C(O2)CO)O)O)N. Drug 2: CC1=C(C(=CC=C1)Cl)NC(=O)C2=CN=C(S2)NC3=CC(=NC(=N3)C)N4CCN(CC4)CCO. Cell line: HOP-62. Synergy scores: CSS=12.6, Synergy_ZIP=-1.61, Synergy_Bliss=4.03, Synergy_Loewe=3.84, Synergy_HSA=4.02.